From a dataset of hERG Central: cardiac toxicity at 1µM, 10µM, and general inhibition. Predict hERG channel inhibition at various concentrations. (1) The molecule is O=C(CSc1nnc(-c2ccc(Br)cc2)o1)N1CCN(C(=O)c2ccco2)CC1. Results: hERG_inhib (hERG inhibition (general)): blocker. (2) The molecule is COc1ccc(CCNCc2cc3ccc(C)cc3[nH]c2=O)cc1OC. Results: hERG_inhib (hERG inhibition (general)): blocker. (3) The molecule is COC(=O)[C@@]1(Cc2ccc(F)cc2)[C@H]2c3cc(C(=O)N4CCCC4)n(CCc4ccccn4)c3C[C@H]2CN1C(=O)c1ccccc1. Results: hERG_inhib (hERG inhibition (general)): blocker. (4) The drug is CCOC(=O)c1cnc2ccc(C(=O)OC)cc2c1NCCCN1CCOCC1. Results: hERG_inhib (hERG inhibition (general)): blocker.